From a dataset of Forward reaction prediction with 1.9M reactions from USPTO patents (1976-2016). Predict the product of the given reaction. (1) Given the reactants [Cl:1][C:2]1[CH:7]=[CH:6][C:5]([C:8]2[C:12]([C:13](O)=[O:14])=[C:11]([CH3:16])[O:10][N:9]=2)=[CH:4][CH:3]=1.S(Cl)(Cl)=O.[CH3:21][NH:22][CH3:23], predict the reaction product. The product is: [Cl:1][C:2]1[CH:7]=[CH:6][C:5]([C:8]2[C:12]([C:13]([N:22]([CH3:23])[CH3:21])=[O:14])=[C:11]([CH3:16])[O:10][N:9]=2)=[CH:4][CH:3]=1. (2) Given the reactants [CH2:1]([C:4]1[CH:9]=[CH:8][C:7]([O:10][C:11](=[O:21])[CH2:12][CH:13]2[C:17](=[O:18])[O:16]C(C)(C)[O:14]2)=[C:6]([O:22][CH3:23])[CH:5]=1)[CH:2]=[CH2:3].Cl, predict the reaction product. The product is: [CH2:1]([C:4]1[CH:9]=[CH:8][C:7]([O:10][C:11](=[O:21])[CH2:12][CH:13]([OH:14])[C:17]([OH:18])=[O:16])=[C:6]([O:22][CH3:23])[CH:5]=1)[CH:2]=[CH2:3]. (3) Given the reactants [NH2:1][C:2]1[CH:22]=[CH:21][C:5]([CH2:6][N:7]([CH:15]2[CH2:20][CH2:19][CH2:18][CH2:17][CH2:16]2)[C:8]([C:10]2[O:11][CH:12]=[CH:13][CH:14]=2)=[O:9])=[CH:4][CH:3]=1.[CH:23]1[C:35]2[CH:34]([CH2:36][O:37][C:38]([NH:40][C@@H:41]([CH2:45][CH2:46][CH2:47][CH3:48])[C:42](O)=[O:43])=[O:39])[C:33]3[C:28](=[CH:29][CH:30]=[CH:31][CH:32]=3)[C:27]=2[CH:26]=[CH:25][CH:24]=1.C1C2C(COC(=O)N[C@H](C(=O)NC3C=CC(C)=CC=3)CCCCNC(OC(C)(C)C)=O)C3C(=CC=CC=3)C=2C=CC=1, predict the reaction product. The product is: [CH:32]1[C:33]2[CH:34]([CH2:36][O:37][C:38](=[O:39])[NH:40][C@H:41]([C:42](=[O:43])[NH:1][C:2]3[CH:3]=[CH:4][C:5]([CH2:6][N:7]([CH:15]4[CH2:20][CH2:19][CH2:18][CH2:17][CH2:16]4)[C:8]([C:10]4[O:11][CH:12]=[CH:13][CH:14]=4)=[O:9])=[CH:21][CH:22]=3)[CH2:45][CH2:46][CH2:47][CH3:48])[C:35]3[C:27](=[CH:26][CH:25]=[CH:24][CH:23]=3)[C:28]=2[CH:29]=[CH:30][CH:31]=1. (4) Given the reactants I[C:2]1[CH:7]=[CH:6][C:5](OC)=[C:4]([N+:10]([O-:12])=[O:11])[CH:3]=1.[C:13](=O)=[O:14].C(O)(C)C.C1([Mg]Cl)C=CC=CC=1.[CH:28](=[O:32])[CH:29]([CH3:31])[CH3:30], predict the reaction product. The product is: [CH3:13][O:14][C:2]1[CH:7]=[CH:6][C:5]([CH:28]([OH:32])[CH:29]([CH3:31])[CH3:30])=[C:4]([N+:10]([O-:12])=[O:11])[CH:3]=1. (5) Given the reactants C[N+]1(C2N=C(OC)N=C(OC)N=2)CCOCC1.[Cl-].CN1CCOCC1.[O:26]1[CH2:31][CH2:30][N:29]([CH2:32][C:33]([OH:35])=O)[CH2:28][CH2:27]1.Cl.[CH2:37]([O:44][C:45](=[O:49])[C@H:46]([CH3:48])[NH2:47])[C:38]1[CH:43]=[CH:42][CH:41]=[CH:40][CH:39]=1, predict the reaction product. The product is: [O:26]1[CH2:27][CH2:28][N:29]([CH2:32][C:33]([NH:47][C@@H:46]([CH3:48])[C:45]([O:44][CH2:37][C:38]2[CH:43]=[CH:42][CH:41]=[CH:40][CH:39]=2)=[O:49])=[O:35])[CH2:30][CH2:31]1. (6) Given the reactants [C:1]1([CH:7]2[CH2:16][CH2:15][C:14]3[C:9](=[CH:10][CH:11]=[CH:12][CH:13]=3)[CH:8]2[C:17]2[CH:22]=[CH:21][C:20]([CH:23]=[CH:24][C:25]([OH:27])=O)=[CH:19][CH:18]=2)[CH:6]=[CH:5][CH:4]=[CH:3][CH:2]=1.[CH3:28][S:29]([NH2:32])(=[O:31])=[O:30], predict the reaction product. The product is: [C:1]1([CH:7]2[CH2:16][CH2:15][C:14]3[C:9](=[CH:10][CH:11]=[CH:12][CH:13]=3)[CH:8]2[C:17]2[CH:22]=[CH:21][C:20]([CH:23]=[CH:24][C:25]([NH:32][S:29]([CH3:28])(=[O:31])=[O:30])=[O:27])=[CH:19][CH:18]=2)[CH:6]=[CH:5][CH:4]=[CH:3][CH:2]=1.